Dataset: Reaction yield outcomes from USPTO patents with 853,638 reactions. Task: Predict the reaction yield, written as a fraction of the theoretical maximum amount of product (1.0 means a 100% yield; for example, 0.34 means a 34% yield). (1) The reactants are [Br:1][C:2]1[CH:3]=[C:4]([NH:13][CH:14]2[CH2:18][CH2:17][CH2:16][CH2:15]2)[C:5]([CH3:12])=[C:6]([CH:11]=1)[C:7]([O:9][CH3:10])=[O:8].[C:19](=O)([O-])[O-].[Cs+].[Cs+].CI. The catalyst is C(#N)C. The product is [Br:1][C:2]1[CH:3]=[C:4]([N:13]([CH:14]2[CH2:18][CH2:17][CH2:16][CH2:15]2)[CH3:19])[C:5]([CH3:12])=[C:6]([CH:11]=1)[C:7]([O:9][CH3:10])=[O:8]. The yield is 0.820. (2) The product is [N:20]([C:2]([CH3:14])([CH3:1])[CH:3]=[C:4]1[CH2:9][C:8]([CH3:11])([CH3:10])[CH2:7][C:6]([CH3:13])([CH3:12])[CH2:5]1)=[N+:21]=[N-:22]. The reactants are [CH3:1][C:2](O)([CH3:14])[CH:3]=[C:4]1[CH2:9][C:8]([CH3:11])([CH3:10])[CH2:7][C:6]([CH3:13])([CH3:12])[CH2:5]1.[Si]([N:20]=[N+:21]=[N-:22])(C)(C)C. The catalyst is C1C=CC=CC=1. The yield is 0.640. (3) The reactants are [CH:1]1[CH:2]=[CH:3][C:4]([C@@H:7]2[N:16]([C:17]([O:19][C@@H:20]3[CH:25]4[CH2:26][CH2:27][N:22]([CH2:23][CH2:24]4)[CH2:21]3)=[O:18])[CH2:15][CH2:14][C:13]3[CH:12]=[CH:11][CH:10]=[CH:9][C:8]2=3)=[CH:5][CH:6]=1.[C:28]([OH:35])(=[O:34])[CH2:29][CH2:30][C:31]([OH:33])=[O:32]. The catalyst is C1CCCCC1. The product is [CH:1]1[CH:6]=[CH:5][C:4]([C@@H:7]2[N:16]([C:17]([O:19][C@@H:20]3[CH:25]4[CH2:24][CH2:23][N:22]([CH2:27][CH2:26]4)[CH2:21]3)=[O:18])[CH2:15][CH2:14][C:13]3[CH:12]=[CH:11][CH:10]=[CH:9][C:8]2=3)=[CH:3][CH:2]=1.[CH2:29]([C:28]([OH:35])=[O:34])[CH2:30][C:31]([OH:33])=[O:32]. The yield is 0.400. (4) The reactants are [ClH:1].[Cl:2][CH2:3][CH:4]1[CH2:15][N:14]2[C:6]([C:7]3[NH:8][C:9]([CH:20]4[CH2:24][CH2:23][CH2:22][CH2:21]4)=[N:10][C:11]=3[N:12]([CH2:17][CH2:18][CH3:19])[C:13]2=[O:16])=[N:5]1.[NH2:25][C:26]1[CH:31]=[CH:30][CH:29]=[CH:28][CH:27]=1.C(=O)([O-])O.[Na+]. The catalyst is O. The product is [ClH:2].[ClH:1].[CH:20]1([C:9]2[NH:8][C:7]3[C:6]4=[N:5][CH:4]([CH2:3][NH:25][C:26]5[CH:31]=[CH:30][CH:29]=[CH:28][CH:27]=5)[CH2:15][N:14]4[C:13](=[O:16])[N:12]([CH2:17][CH2:18][CH3:19])[C:11]=3[N:10]=2)[CH2:24][CH2:23][CH2:22][CH2:21]1. The yield is 0.190. (5) The reactants are [CH3:1][N:2]1[C:6]2=[N:7][C:8]([NH:15][CH2:16][C:17]([O:19]C)=[O:18])=[CH:9][C:10]([C:11]([F:14])([F:13])[F:12])=[C:5]2[C:4]([C:21]2[CH:26]=[CH:25][CH:24]=[CH:23][CH:22]=2)=[N:3]1.O. The catalyst is C(O)C.[Li+].[OH-]. The product is [CH3:1][N:2]1[C:6]2=[N:7][C:8]([NH:15][CH2:16][C:17]([OH:19])=[O:18])=[CH:9][C:10]([C:11]([F:13])([F:14])[F:12])=[C:5]2[C:4]([C:21]2[CH:26]=[CH:25][CH:24]=[CH:23][CH:22]=2)=[N:3]1. The yield is 0.900. (6) The reactants are O[C@H:2]([C:19]1[CH:24]=[CH:23][C:22]([O:25][CH3:26])=[CH:21][C:20]=1[CH3:27])[C@@H:3]1[CH2:7][CH2:6][C:5](=[O:8])[N:4]1[CH2:9][CH2:10][NH:11][C:12](=[O:18])[O:13][C:14]([CH3:17])([CH3:16])[CH3:15].CCN(CC)CC.CS(Cl)(=O)=O.N#N. The catalyst is C(Cl)Cl.CN(C1C=CN=CC=1)C. The product is [CH3:26][O:25][C:22]1[CH:23]=[CH:24][C:19]([C@H:2]2[N:11]([C:12]([O:13][C:14]([CH3:17])([CH3:16])[CH3:15])=[O:18])[CH2:10][CH2:9][N:4]3[C:5](=[O:8])[CH2:6][CH2:7][C@@H:3]23)=[C:20]([CH3:27])[CH:21]=1. The yield is 0.670. (7) The reactants are [CH2:1]([C:5]1[N:10]2[N:11]=[CH:12][N:13]=[C:9]2[NH:8][C:7](=[O:14])[C:6]=1[CH2:15][C:16]1[CH:21]=[CH:20][C:19]([C:22]2[C:23]([C:28]#[N:29])=[CH:24][CH:25]=[CH:26][CH:27]=2)=[CH:18][CH:17]=1)[CH2:2][CH2:3][CH3:4].[F:30][C:31]1[CH:32]=[C:33](B(O)O)[CH:34]=[CH:35][C:36]=1[O:37][CH3:38].C(N(CC)CC)C.N1C=CC=CC=1. The catalyst is ClCCl.C(OCC)(=O)C.C([O-])(=O)C.[Cu+2].C([O-])(=O)C. The product is [CH2:1]([C:5]1[N:10]2[N:11]=[CH:12][N:13]=[C:9]2[N:8]([C:33]2[CH:34]=[CH:35][C:36]([O:37][CH3:38])=[C:31]([F:30])[CH:32]=2)[C:7](=[O:14])[C:6]=1[CH2:15][C:16]1[CH:21]=[CH:20][C:19]([C:22]2[C:23]([C:28]#[N:29])=[CH:24][CH:25]=[CH:26][CH:27]=2)=[CH:18][CH:17]=1)[CH2:2][CH2:3][CH3:4]. The yield is 1.00. (8) The reactants are [C:1]1([C:7]2[CH:15]=[CH:14][C:10]([C:11](Cl)=[O:12])=[CH:9][CH:8]=2)[CH:6]=[CH:5][CH:4]=[CH:3][CH:2]=1.C(Cl)(Cl)Cl.Cl.[CH3:21][NH:22][C:23](=[O:31])[C@H:24]([C:27](=[O:30])[O:28][CH3:29])[NH:25][CH3:26].C(N(CC)CC)C. The yield is 0.860. The product is [CH3:29][O:28][C:27](=[O:30])[CH:24]([N:25]([CH3:26])[C:11]([C:10]1[CH:14]=[CH:15][C:7]([C:1]2[CH:6]=[CH:5][CH:4]=[CH:3][CH:2]=2)=[CH:8][CH:9]=1)=[O:12])[C:23]([NH:22][CH3:21])=[O:31]. The catalyst is O.